Dataset: Reaction yield outcomes from USPTO patents with 853,638 reactions. Task: Predict the reaction yield, written as a fraction of the theoretical maximum amount of product (1.0 means a 100% yield; for example, 0.34 means a 34% yield). (1) The reactants are [Cl:1][C:2]1[CH:10]=[CH:9][C:8]([C:11]([F:14])([F:13])[F:12])=[CH:7][C:3]=1[C:4]([OH:6])=[O:5].[C:15]([O-])([O-])=O.[Na+].[Na+]. The catalyst is CO. The product is [Cl:1][C:2]1[CH:10]=[CH:9][C:8]([C:11]([F:12])([F:13])[F:14])=[CH:7][C:3]=1[C:4]([O:6][CH3:15])=[O:5]. The yield is 0.920. (2) The reactants are [C:1]([O:5][C:6]([N:8]1[CH2:11][CH:10]([C:12](O)=[O:13])[CH2:9]1)=[O:7])([CH3:4])([CH3:3])[CH3:2].CN1CCOCC1.ClC(OCC(C)C)=O.[BH4-].[Na+]. The catalyst is C1COCC1.O. The product is [OH:13][CH2:12][CH:10]1[CH2:11][N:8]([C:6]([O:5][C:1]([CH3:4])([CH3:3])[CH3:2])=[O:7])[CH2:9]1. The yield is 0.490.